From a dataset of Peptide-MHC class I binding affinity with 185,985 pairs from IEDB/IMGT. Regression. Given a peptide amino acid sequence and an MHC pseudo amino acid sequence, predict their binding affinity value. This is MHC class I binding data. (1) The peptide sequence is YQRALHTSI. The MHC is HLA-B45:06 with pseudo-sequence HLA-B45:06. The binding affinity (normalized) is 0.213. (2) The binding affinity (normalized) is 0.0710. The peptide sequence is NIILSKIPY. The MHC is HLA-A33:01 with pseudo-sequence HLA-A33:01. (3) The peptide sequence is FPLKLRGTAV. The MHC is HLA-B07:02 with pseudo-sequence HLA-B07:02. The binding affinity (normalized) is 0.547. (4) The peptide sequence is WLGDVWQEK. The MHC is HLA-B18:01 with pseudo-sequence HLA-B18:01. The binding affinity (normalized) is 0.0847.